Predict the reactants needed to synthesize the given product. From a dataset of Full USPTO retrosynthesis dataset with 1.9M reactions from patents (1976-2016). (1) Given the product [Cl:28][C:29]1[N:34]=[C:33]([NH:1][C:2]2[N:3]=[C:4]3[CH:9]=[CH:8][C:7]([O:10][C:11]4[CH:12]=[C:13]([NH:17][C:18]([C:20]5[C:25]([CH3:26])=[CH:24][CH:23]=[CH:22][N:21]=5)=[O:19])[CH:14]=[CH:15][CH:16]=4)=[CH:6][N:5]3[CH:27]=2)[CH:32]=[CH:31][N:30]=1, predict the reactants needed to synthesize it. The reactants are: [NH2:1][C:2]1[N:3]=[C:4]2[CH:9]=[CH:8][C:7]([O:10][C:11]3[CH:12]=[C:13]([NH:17][C:18]([C:20]4[C:25]([CH3:26])=[CH:24][CH:23]=[CH:22][N:21]=4)=[O:19])[CH:14]=[CH:15][CH:16]=3)=[CH:6][N:5]2[CH:27]=1.[Cl:28][C:29]1[N:34]=[C:33](Cl)[CH:32]=[CH:31][N:30]=1.CN(C)C(=O)C. (2) Given the product [CH3:1][O:2][C:3](=[O:24])[CH:4]([NH2:13])[CH2:5][CH:6]1[CH2:11][CH:10]2[CH2:12][CH:7]1[CH2:8][CH2:9]2, predict the reactants needed to synthesize it. The reactants are: [CH3:1][O:2][C:3](=[O:24])[C:4]([NH:13]C(OCC1C=CC=CC=1)=O)=[CH:5][CH:6]1[CH2:11][CH:10]2[CH2:12][CH:7]1[CH2:8][CH2:9]2.[H][H]. (3) Given the product [NH2:14][C:4]1[CH:3]=[C:2]([Cl:1])[CH:10]=[C:9]2[C:5]=1[CH:6]=[N:7][N:8]2[C:11](=[O:13])[CH3:12], predict the reactants needed to synthesize it. The reactants are: [Cl:1][C:2]1[CH:10]=[C:9]2[C:5]([CH:6]=[N:7][N:8]2[C:11](=[O:13])[CH3:12])=[C:4]([N+:14]([O-])=O)[CH:3]=1.[NH4+].[Cl-].O.